From a dataset of Catalyst prediction with 721,799 reactions and 888 catalyst types from USPTO. Predict which catalyst facilitates the given reaction. (1) Reactant: [F:1][C:2]1[CH:3]=[C:4]([CH:20]=[C:21]([F:23])[CH:22]=1)[CH2:5][CH:6]1[CH2:11][CH:10]([C:12]([O:14]C)=[O:13])[CH2:9][CH2:8][N:7]1[C:16]([O:18][CH3:19])=[O:17].[Br-].[Li+].C(N(CC)CC)C.CC(OC)(C)C. Product: [F:23][C:21]1[CH:20]=[C:4]([CH:3]=[C:2]([F:1])[CH:22]=1)[CH2:5][CH:6]1[CH2:11][CH:10]([C:12]([OH:14])=[O:13])[CH2:9][CH2:8][N:7]1[C:16]([O:18][CH3:19])=[O:17]. The catalyst class is: 47. (2) Reactant: [H-].[Na+].CO.[C:5](/[C:8](=[C:13](\[C:15]1[C:24]([NH:25][C:26]([O:28]CC)=O)=[CH:23][C:22]2[C:17](=[CH:18][CH:19]=[CH:20][CH:21]=2)[CH:16]=1)/[OH:14])/C(OC)=O)(=[O:7])[CH3:6]. Product: [C:5]([C:8]1[C:26](=[O:28])[NH:25][C:24]2[C:15]([C:13]=1[OH:14])=[CH:16][C:17]1[CH:18]=[CH:19][CH:20]=[CH:21][C:22]=1[CH:23]=2)(=[O:7])[CH3:6]. The catalyst class is: 48. (3) Reactant: Br[C:2]1[CH:3]=[CH:4][C:5]2[N:6]([C:8]([C:11]([F:16])([F:15])[CH2:12][O:13][CH3:14])=[N:9][N:10]=2)[CH:7]=1.[C:17]([C:19]1[CH:24]=[CH:23][C:22]([C:25]([F:28])([F:27])[F:26])=[CH:21][CH:20]=1)#[CH:18]. Product: [F:15][C:11]([C:8]1[N:6]2[CH:7]=[C:2]([C:18]#[C:17][C:19]3[CH:24]=[CH:23][C:22]([C:25]([F:26])([F:27])[F:28])=[CH:21][CH:20]=3)[CH:3]=[CH:4][C:5]2=[N:10][N:9]=1)([F:16])[CH2:12][O:13][CH3:14]. The catalyst class is: 356. (4) Reactant: [Br:1][C:2]1[CH:29]=[CH:28][C:5]([O:6][C:7]2[CH:12]=[CH:11][C:10]([C:13]3([N:22]4[CH2:27][CH2:26][NH:25][CH2:24][CH2:23]4)[C:18](=[O:19])[NH:17][C:16](=[O:20])[NH:15][C:14]3=[O:21])=[CH:9][CH:8]=2)=[CH:4][CH:3]=1.[F:30][CH2:31][CH2:32][CH2:33]OS(C1C=CC(C)=CC=1)(=O)=O. Product: [Br:1][C:2]1[CH:29]=[CH:28][C:5]([O:6][C:7]2[CH:12]=[CH:11][C:10]([C:13]3([N:22]4[CH2:23][CH2:24][N:25]([CH2:33][CH2:32][CH2:31][F:30])[CH2:26][CH2:27]4)[C:14](=[O:21])[NH:15][C:16](=[O:20])[NH:17][C:18]3=[O:19])=[CH:9][CH:8]=2)=[CH:4][CH:3]=1. The catalyst class is: 17.